From a dataset of Reaction yield outcomes from USPTO patents with 853,638 reactions. Predict the reaction yield, written as a fraction of the theoretical maximum amount of product (1.0 means a 100% yield; for example, 0.34 means a 34% yield). (1) The reactants are [CH3:1][C:2]1[C:6]2=[N:7][CH:8]=[CH:9][CH:10]=[C:5]2[S:4][C:3]=1[CH:11]=[O:12].[CH:13]1([Mg]Br)[CH2:18][CH2:17][CH2:16][CH2:15][CH2:14]1.[Cl-].[NH4+].C[N+]1([O-])CCOCC1. The catalyst is O1CCCC1.[Ru]([O-])(=O)(=O)=O.C([N+](CCC)(CCC)CCC)CC.C(#N)C. The product is [CH:13]1([C:11]([C:3]2[S:4][C:5]3[C:6](=[N:7][CH:8]=[CH:9][CH:10]=3)[C:2]=2[CH3:1])=[O:12])[CH2:18][CH2:17][CH2:16][CH2:15][CH2:14]1. The yield is 0.790. (2) The reactants are [CH3:1][C:2]1[S:6][C:5]2[CH:7]=[C:8]([O:11][C:12]3[CH:17]=[CH:16][N:15]=[C:14]4[CH:18]=[CH:19][S:20][C:13]=34)[CH:9]=[CH:10][C:4]=2[C:3]=1[C:21]([OH:23])=O.[NH2:24][CH2:25][CH2:26][N:27]1[CH2:32][CH2:31][O:30][CH2:29][CH2:28]1.C(N(C(C)C)CC)(C)C.CN(C(ON1N=NC2C=CC=CC1=2)=[N+](C)C)C.F[P-](F)(F)(F)(F)F. No catalyst specified. The product is [N:27]1([CH2:26][CH2:25][NH:24][C:21]([C:3]2[C:4]3[CH:10]=[CH:9][C:8]([O:11][C:12]4[CH:17]=[CH:16][N:15]=[C:14]5[CH:18]=[CH:19][S:20][C:13]=45)=[CH:7][C:5]=3[S:6][C:2]=2[CH3:1])=[O:23])[CH2:32][CH2:31][O:30][CH2:29][CH2:28]1. The yield is 0.280. (3) The yield is 0.900. The reactants are [Br:1][C:2]1[C:21]([F:22])=[CH:20][C:5]2[O:6][C:7]3[CH:19]=[CH:18][CH:17]=[CH:16][C:8]=3[C@H:9]3[C@H:14]([NH2:15])[CH2:13][CH2:12][CH2:11][N:10]3[C:4]=2[CH:3]=1.[F:23][C:24]([F:35])([F:34])[C:25](O[C:25](=[O:26])[C:24]([F:35])([F:34])[F:23])=[O:26]. The product is [Br:1][C:2]1[C:21]([F:22])=[CH:20][C:5]2[O:6][C:7]3[CH:19]=[CH:18][CH:17]=[CH:16][C:8]=3[C@H:9]3[C@H:14]([NH:15][C:25](=[O:26])[C:24]([F:35])([F:34])[F:23])[CH2:13][CH2:12][CH2:11][N:10]3[C:4]=2[CH:3]=1. The catalyst is C(Cl)Cl.N1C=CC=CC=1. (4) The reactants are [CH3:1][C:2]1([CH3:30])[CH2:11][CH2:10][C:9]([CH3:13])([CH3:12])[C:8]2[CH:7]=[C:6]([NH:14][C:15]([C:17]3[CH:29]=[CH:28][C:20]([CH:21]=[CH:22][C:23]([O:25]CC)=[O:24])=[CH:19][CH:18]=3)=[O:16])[CH:5]=[CH:4][C:3]1=2.O.[OH-].[Li+].Cl. The catalyst is CO.COCCOC.O. The product is [CH3:1][C:2]1([CH3:30])[CH2:11][CH2:10][C:9]([CH3:12])([CH3:13])[C:8]2[CH:7]=[C:6]([NH:14][C:15]([C:17]3[CH:18]=[CH:19][C:20]([CH:21]=[CH:22][C:23]([OH:25])=[O:24])=[CH:28][CH:29]=3)=[O:16])[CH:5]=[CH:4][C:3]1=2. The yield is 0.950. (5) The reactants are [CH2:1]([NH:5][C:6]1[CH:7]=[CH:8][C:9]2[N:10]([C:12]([C:15]3[CH:23]=[CH:22][C:18]([C:19](O)=[O:20])=[CH:17][CH:16]=3)=[CH:13][N:14]=2)[N:11]=1)[CH2:2][CH2:3][CH3:4].[N:24]1([C:30]([O:32][C:33]([CH3:36])([CH3:35])[CH3:34])=[O:31])[CH2:29][CH2:28][NH:27][CH2:26][CH2:25]1.C(N=C=NCCCN(C)C)C. The catalyst is ClCCl. The product is [CH2:1]([NH:5][C:6]1[CH:7]=[CH:8][C:9]2[N:10]([C:12]([C:15]3[CH:16]=[CH:17][C:18]([C:19]([N:27]4[CH2:28][CH2:29][N:24]([C:30]([O:32][C:33]([CH3:36])([CH3:35])[CH3:34])=[O:31])[CH2:25][CH2:26]4)=[O:20])=[CH:22][CH:23]=3)=[CH:13][N:14]=2)[N:11]=1)[CH2:2][CH2:3][CH3:4]. The yield is 0.470.